The task is: Regression/Classification. Given a drug SMILES string, predict its absorption, distribution, metabolism, or excretion properties. Task type varies by dataset: regression for continuous measurements (e.g., permeability, clearance, half-life) or binary classification for categorical outcomes (e.g., BBB penetration, CYP inhibition). Dataset: pgp_broccatelli.. This data is from P-glycoprotein inhibition data for predicting drug efflux from Broccatelli et al.. The compound is CCN(CC)CCn1c(-c2ccccc2)noc1=N. The result is 0 (non-inhibitor).